Dataset: Reaction yield outcomes from USPTO patents with 853,638 reactions. Task: Predict the reaction yield, written as a fraction of the theoretical maximum amount of product (1.0 means a 100% yield; for example, 0.34 means a 34% yield). (1) The reactants are [Br:1][C:2]1[CH:3]=[C:4]2[C:9](=[CH:10][CH:11]=1)[N:8]=[CH:7][CH:6]=[C:5]2Cl.[O-:13][CH2:14][CH3:15].[Na+]. The catalyst is C(O)C.C(=O)(O)[O-].[Na+]. The product is [Br:1][C:2]1[CH:3]=[C:4]2[C:9](=[CH:10][CH:11]=1)[N:8]=[CH:7][CH:6]=[C:5]2[O:13][CH2:14][CH3:15]. The yield is 0.902. (2) The reactants are Cl[C:2]1[N:7]=[C:6]2[N:8](C(OC)=O)[CH:9]=[CH:10][C:5]2=[CH:4][CH:3]=1.[F:15][C:16]([F:27])([F:26])[C:17]1[CH:18]=[C:19](B(O)O)[CH:20]=[CH:21][CH:22]=1.C([O-])([O-])=O.[Cs+].[Cs+]. The catalyst is C1C=CC(P(C2C=CC=CC=2)[C-]2C=CC=C2)=CC=1.C1C=CC(P(C2C=CC=CC=2)[C-]2C=CC=C2)=CC=1.Cl[Pd]Cl.[Fe+2].O1CCOCC1.O. The product is [F:15][C:16]([F:27])([F:26])[C:17]1[CH:22]=[C:21]([C:2]2[N:7]=[C:6]3[NH:8][CH:9]=[CH:10][C:5]3=[CH:4][CH:3]=2)[CH:20]=[CH:19][CH:18]=1. The yield is 0.890. (3) The reactants are [H-].[Na+].[CH:3]1([CH2:9][C:10]([O:12][CH3:13])=[O:11])[CH2:8][CH2:7][CH2:6][CH2:5][CH2:4]1.[O:14]1[CH:18]=[CH:17][CH:16]=[C:15]1[C:19](OCC)=[O:20]. No catalyst specified. The product is [CH3:13][O:12][C:10](=[O:11])[CH:9]([CH:3]1[CH2:8][CH2:7][CH2:6][CH2:5][CH2:4]1)[C:19]([C:15]1[O:14][CH:18]=[CH:17][CH:16]=1)=[O:20]. The yield is 0.760. (4) The reactants are [CH3:1][C:2]1[CH:3]=[C:4]([OH:11])[CH:5]=[CH:6][C:7]=1[N+:8]([O-:10])=[O:9].Br[CH2:13][CH2:14][CH2:15][CH2:16][CH2:17][CH2:18][CH2:19][CH2:20][CH2:21][CH3:22].C(=O)([O-])[O-].[K+].[K+].O. The catalyst is CN(C)C=O. The product is [CH3:1][C:2]1[CH:3]=[C:4]([O:11][CH2:13][CH2:14][CH2:15][CH2:16][CH2:17][CH2:18][CH2:19][CH2:20][CH2:21][CH3:22])[CH:5]=[CH:6][C:7]=1[N+:8]([O-:10])=[O:9]. The yield is 1.00.